From a dataset of Forward reaction prediction with 1.9M reactions from USPTO patents (1976-2016). Predict the product of the given reaction. Given the reactants [CH:1]1([C:5]2[C:10]([OH:11])=[C:9]([F:12])[C:8]([C:13]3[N:14]=[C:15]4[CH:21]=[CH:20][NH:19][C:16]4=[N:17][CH:18]=3)=[CH:7][CH:6]=2)[CH2:4][CH2:3][CH2:2]1.Cl[C:23]1[CH:28]=[C:27]([O:29][CH3:30])[N:26]=[CH:25][N:24]=1, predict the reaction product. The product is: [CH:1]1([C:5]2[CH:6]=[CH:7][C:8]([C:13]3[N:14]=[C:15]4[CH:21]=[CH:20][NH:19][C:16]4=[N:17][CH:18]=3)=[C:9]([F:12])[C:10]=2[O:11][C:23]2[CH:28]=[C:27]([O:29][CH3:30])[N:26]=[CH:25][N:24]=2)[CH2:2][CH2:3][CH2:4]1.